The task is: Predict the reaction yield, written as a fraction of the theoretical maximum amount of product (1.0 means a 100% yield; for example, 0.34 means a 34% yield).. This data is from Reaction yield outcomes from USPTO patents with 853,638 reactions. The reactants are [CH3:1][P:2](=[O:7])([O:5][CH3:6])[O:3][CH3:4].[Li]CCCC.[CH:13]1([C:23](OC)=[O:24])[CH2:18][CH2:17][CH:16]([C:19]([O:21][CH3:22])=[O:20])[CH2:15][CH2:14]1. The catalyst is C1COCC1. The product is [CH3:4][O:3][P:2]([CH2:1][C:23]([CH:13]1[CH2:14][CH2:15][CH:16]([C:19]([O:21][CH3:22])=[O:20])[CH2:17][CH2:18]1)=[O:24])([O:5][CH3:6])=[O:7]. The yield is 0.680.